From a dataset of Full USPTO retrosynthesis dataset with 1.9M reactions from patents (1976-2016). Predict the reactants needed to synthesize the given product. (1) Given the product [C:1]([NH2:2])(=[O:9])[C:3]1[CH:8]=[CH:7][CH:6]=[N:5][CH:4]=1, predict the reactants needed to synthesize it. The reactants are: [C:1]([C:3]1[CH:4]=[N:5][CH:6]=[CH:7][CH:8]=1)#[N:2].[OH2:9]. (2) Given the product [Si:1]([O:8][CH2:9][C:10]1([CH3:38])[S:16][CH2:15][CH2:14][N:13]2[C:17]([C:20]3([C:23]4[CH:28]=[CH:27][C:26]([C:40]5[CH:41]=[CH:42][CH:43]=[C:44]([CH3:46])[N:45]=5)=[CH:25][CH:24]=4)[CH2:21][CH2:22]3)=[N:18][N:19]=[C:12]2[CH2:11]1)([C:4]([CH3:6])([CH3:5])[CH3:7])([CH3:3])[CH3:2], predict the reactants needed to synthesize it. The reactants are: [Si:1]([O:8][CH2:9][C:10]1([CH3:38])[S:16][CH2:15][CH2:14][N:13]2[C:17]([C:20]3([C:23]4[CH:28]=[CH:27][C:26](B5OC(C)(C)C(C)(C)O5)=[CH:25][CH:24]=4)[CH2:22][CH2:21]3)=[N:18][N:19]=[C:12]2[CH2:11]1)([C:4]([CH3:7])([CH3:6])[CH3:5])([CH3:3])[CH3:2].Br[C:40]1[N:45]=[C:44]([CH3:46])[CH:43]=[CH:42][CH:41]=1.C(=O)([O-])[O-].[K+].[K+]. (3) Given the product [ClH:18].[NH2:12][CH2:11][C@:5]1([CH2:4][C:3]([OH:17])=[O:2])[CH2:9][CH2:8][C@@H:7]([CH3:10])[CH2:6]1, predict the reactants needed to synthesize it. The reactants are: C[O:2][C:3](=[O:17])[CH2:4][C@@:5]1([CH2:11][NH:12]C(OC)=O)[CH2:9][CH2:8][C@@H:7]([CH3:10])[CH2:6]1.[ClH:18]. (4) Given the product [C:4]([O:3][C:1](=[O:2])[NH:8][C@@H:9]([CH2:18][OH:19])[CH2:10][C:11]1[CH:16]=[CH:15][CH:14]=[C:13]([I:17])[CH:12]=1)([CH3:5])([CH3:7])[CH3:6], predict the reactants needed to synthesize it. The reactants are: [C:1]([NH:8][C@@H:9]([C:18](O)=[O:19])[CH2:10][C:11]1[CH:16]=[CH:15][CH:14]=[C:13]([I:17])[CH:12]=1)([O:3][C:4]([CH3:7])([CH3:6])[CH3:5])=[O:2].CN1CCOCC1.ClC(OCC(C)C)=O.[BH4-].[Na+]. (5) Given the product [F:1][C:2]1[CH:3]=[C:4]([CH:19]=[C:20]([F:22])[CH:21]=1)[C:5]([O:7][C:8]12[CH2:14][C:11]([CH2:15][CH2:16][CH2:17][O:18][CH:24]3[CH2:25][CH2:26][CH2:27][CH2:28][O:23]3)([CH2:10][CH2:9]1)[CH2:12][CH2:13]2)=[O:6], predict the reactants needed to synthesize it. The reactants are: [F:1][C:2]1[CH:3]=[C:4]([CH:19]=[C:20]([F:22])[CH:21]=1)[C:5]([O:7][C:8]12[CH2:14][C:11]([CH2:15][CH2:16][CH2:17][OH:18])([CH2:12][CH2:13]1)[CH2:10][CH2:9]2)=[O:6].[O:23]1[CH:28]=[CH:27][CH2:26][CH2:25][CH2:24]1. (6) Given the product [P:10]([O:32][C:26]1[CH:31]=[CH:30][CH:29]=[CH:28][CH:27]=1)([C:18]([C:19]([F:22])([F:21])[F:20])([F:23])[F:24])([C:11]([C:12]([F:13])([F:15])[F:14])([F:17])[F:16])=[O:25], predict the reactants needed to synthesize it. The reactants are: [F-].[K+].FC([P:10](=[O:25])([C:18]([F:24])([F:23])[C:19]([F:22])([F:21])[F:20])[C:11]([F:17])([F:16])[C:12]([F:15])([F:14])[F:13])(F)C(F)(F)F.[C:26]1([OH:32])[CH:31]=[CH:30][CH:29]=[CH:28][CH:27]=1.